This data is from Forward reaction prediction with 1.9M reactions from USPTO patents (1976-2016). The task is: Predict the product of the given reaction. (1) Given the reactants F[C:2]1[CH:3]=[CH:4][C:5]([S:20]([CH3:23])(=[O:22])=[O:21])=[C:6]([NH:8][CH:9]2[C:18]3[C:13](=[CH:14][CH:15]=[CH:16][CH:17]=3)[CH2:12][CH2:11][CH:10]2[CH3:19])[CH:7]=1.[NH:24]1[CH2:29][CH2:28][NH:27][CH2:26][CH2:25]1.C(N(CC)C(C)C)(C)C.O, predict the reaction product. The product is: [CH3:19][CH:10]1[CH2:11][CH2:12][C:13]2[C:18](=[CH:17][CH:16]=[CH:15][CH:14]=2)[CH:9]1[NH:8][C:6]1[CH:7]=[C:2]([N:24]2[CH2:29][CH2:28][NH:27][CH2:26][CH2:25]2)[CH:3]=[CH:4][C:5]=1[S:20]([CH3:23])(=[O:22])=[O:21]. (2) Given the reactants [OH-].[Na+].[CH3:3][C:4]([O:6][CH2:7][C:8]1[CH2:25][S:24][C@@H:11]2[C@H:12]([NH:15]C(CCCC(O)=O)=O)[C:13](=[O:14])[N:10]2[C:9]=1[C:26]([OH:28])=[O:27])=[O:5], predict the reaction product. The product is: [CH3:3][C:4]([O:6][CH2:7][C:8]1[CH2:25][S:24][C@@H:11]2[C@H:12]([NH2:15])[C:13](=[O:14])[N:10]2[C:9]=1[C:26]([OH:28])=[O:27])=[O:5]. (3) Given the reactants [C:1](=[O:8])([O:5][CH2:6][CH3:7])OCC.[H-].[Na+].[C:11]1([N:17]2[C:21]([C:22](=[O:24])[CH3:23])=[CH:20][CH:19]=[N:18]2)[CH:16]=[CH:15][CH:14]=[CH:13][CH:12]=1, predict the reaction product. The product is: [O:24]=[C:22]([C:21]1[N:17]([C:11]2[CH:16]=[CH:15][CH:14]=[CH:13][CH:12]=2)[N:18]=[CH:19][CH:20]=1)[CH2:23][C:1]([O:5][CH2:6][CH3:7])=[O:8]. (4) The product is: [CH2:1]([O:3][C:4]([C:6]1[NH:7][C:8]([CH:18]=[C:22]2[C:23]3[C:28](=[CH:27][CH:26]=[CH:25][CH:24]=3)[NH:20][C:21]2=[O:29])=[C:9]([CH2:12][CH2:13][C:14]([O:16][CH3:17])=[O:15])[C:10]=1[CH3:11])=[O:5])[CH3:2]. Given the reactants [CH2:1]([O:3][C:4]([C:6]1[NH:7][C:8]([CH:18]=O)=[C:9]([CH2:12][CH2:13][C:14]([O:16][CH3:17])=[O:15])[C:10]=1[CH3:11])=[O:5])[CH3:2].[NH:20]1[C:28]2[C:23](=[CH:24][CH:25]=[CH:26][CH:27]=2)[CH2:22][C:21]1=[O:29], predict the reaction product.